From a dataset of Catalyst prediction with 721,799 reactions and 888 catalyst types from USPTO. Predict which catalyst facilitates the given reaction. (1) Reactant: [OH:1][C@@H:2]([CH:6]([CH3:8])[CH3:7])[C:3]([OH:5])=[O:4].[CH3:9][O:10][C:11]1[CH:18]=[CH:17][C:14]([CH2:15]Cl)=[CH:13][CH:12]=1.C(O)C. Product: [OH:1][C@@H:2]([CH:6]([CH3:8])[CH3:7])[C:3]([O:5][CH2:15][C:14]1[CH:17]=[CH:18][C:11]([O:10][CH3:9])=[CH:12][CH:13]=1)=[O:4]. The catalyst class is: 4. (2) The catalyst class is: 21. Product: [C:8]([O:7][C:1]([O:2][C:3]1[CH:5]=[CH:20][C:17]([CH2:18][OH:19])=[CH:16][CH:6]=1)=[O:12])([CH3:9])([CH3:10])[CH3:11]. Reactant: [C:1](=[O:12])([O:7][C:8]([CH3:11])([CH3:10])[CH3:9])[O:2][C:3]([CH3:6])([CH3:5])C.OC1C=[CH:20][C:17]([CH2:18][OH:19])=[CH:16]C=1.C(=O)([O-])[O-].[K+].[K+]. (3) Reactant: [CH:1]([O:4][C:5](=[O:24])[C:6]1[CH:11]=[CH:10][C:9]([C:12]#[C:13][Si](C)(C)C)=[CH:8][C:7]=1[CH2:18][N:19]([CH:21]1[CH2:23][CH2:22]1)[CH3:20])([CH3:3])[CH3:2].C(=O)([O-])[O-].[K+].[K+]. Product: [CH:1]([O:4][C:5](=[O:24])[C:6]1[CH:11]=[CH:10][C:9]([C:12]#[CH:13])=[CH:8][C:7]=1[CH2:18][N:19]([CH:21]1[CH2:23][CH2:22]1)[CH3:20])([CH3:3])[CH3:2]. The catalyst class is: 5.